Predict the reactants needed to synthesize the given product. From a dataset of Full USPTO retrosynthesis dataset with 1.9M reactions from patents (1976-2016). (1) Given the product [Cl:31][C:32]1[CH:33]=[CH:34][C:35]([CH2:36][S:37]([NH:10][C:9]2[CH:8]=[C:7]([CH3:11])[N:6]=[C:5]3[S:12][C:2]([CH3:1])=[C:3]([C:13]4[CH:18]=[CH:17][CH:16]=[C:15]([O:19][CH3:20])[CH:14]=4)[C:4]=23)(=[O:39])=[O:38])=[CH:41][CH:42]=1, predict the reactants needed to synthesize it. The reactants are: [CH3:1][C:2]1[S:12][C:5]2[N:6]=[C:7]([CH3:11])[CH:8]=[C:9]([NH2:10])[C:4]=2[C:3]=1[C:13]1[CH:18]=[CH:17][CH:16]=[C:15]([O:19][CH3:20])[CH:14]=1.[Li+].C[Si]([N-][Si](C)(C)C)(C)C.[Cl:31][C:32]1[CH:42]=[CH:41][C:35]([CH2:36][S:37](Cl)(=[O:39])=[O:38])=[CH:34][CH:33]=1. (2) Given the product [C:1]([O:5][C:6](=[O:26])[N:7]([CH3:39])[C:8]1[CH:9]=[CH:10][C:11]([N:14]([CH3:15])[C:36]2[C:35]3[C:30](=[CH:31][CH:32]=[CH:33][CH:34]=3)[N:29]=[C:28]([CH3:27])[N:37]=2)=[CH:12][CH:13]=1)([CH3:2])([CH3:3])[CH3:4], predict the reactants needed to synthesize it. The reactants are: [C:1]([O:5][C:6](=[O:26])[NH:7][C:8]1[CH:13]=[CH:12][C:11]([NH:14][C:15]2C3C(=CC=CC=3)N=C(C)N=2)=[CH:10][CH:9]=1)([CH3:4])([CH3:3])[CH3:2].[CH3:27][C:28]1[NH:37][C:36](=O)[C:35]2[C:30](=[CH:31][CH:32]=[CH:33][CH:34]=2)[N:29]=1.[CH3:39]N([P+](ON1N=NC2C=CC=CC1=2)(N(C)C)N(C)C)C.F[P-](F)(F)(F)(F)F.C(N(C(C)C)C(C)C)C.C(OC(=O)NC1C=CC(N)=CC=1)(C)(C)C. (3) Given the product [OH:13][CH2:12][CH2:11][CH2:10][CH:9]([NH:8][C:6](=[O:7])[O:5][C:1]([CH3:4])([CH3:3])[CH3:2])[CH3:15], predict the reactants needed to synthesize it. The reactants are: [C:1]([O:5][C:6]([NH:8][CH:9]([CH3:15])[CH2:10][CH2:11][C:12](O)=[O:13])=[O:7])([CH3:4])([CH3:3])[CH3:2].CN1CCOCC1.ClC(OCC)=O.[BH4-].[Na+].[NH4+].[Cl-]. (4) Given the product [Cl:15][C:13]1[CH:12]=[C:11]([C:16]2[CH:21]=[CH:20][CH:19]=[C:18]([O:22][C:23]3[CH:28]=[CH:27][C:26]([F:29])=[CH:25][CH:24]=3)[CH:17]=2)[N:10]=[C:9]([C:7]([NH2:1])=[O:6])[CH:14]=1, predict the reactants needed to synthesize it. The reactants are: [NH3:1].CO.C([O:6][C:7]([C:9]1[CH:14]=[C:13]([Cl:15])[CH:12]=[C:11]([C:16]2[CH:21]=[CH:20][CH:19]=[C:18]([O:22][C:23]3[CH:28]=[CH:27][C:26]([F:29])=[CH:25][CH:24]=3)[CH:17]=2)[N:10]=1)=O)C. (5) Given the product [Cl:12][C:13]1[N:18]=[C:17]([NH:5][CH2:4][C:3]2[C:2]([F:1])=[CH:9][C:8]([F:10])=[CH:7][C:6]=2[F:11])[CH:16]=[CH:15][N:14]=1, predict the reactants needed to synthesize it. The reactants are: [F:1][C:2]1[CH:9]=[C:8]([F:10])[CH:7]=[C:6]([F:11])[C:3]=1[CH2:4][NH2:5].[Cl:12][C:13]1[N:18]=[C:17](Cl)[CH:16]=[CH:15][N:14]=1.CCN(C(C)C)C(C)C. (6) Given the product [NH:15]1[CH2:16][CH2:17][C@H:13]([O:12][C:9]2[CH:10]=[CH:11][C:5]3[O:4][CH2:3][C:2](=[O:1])[NH:7][C:6]=3[CH:8]=2)[CH2:14]1, predict the reactants needed to synthesize it. The reactants are: [O:1]=[C:2]1[NH:7][C:6]2[CH:8]=[C:9]([O:12][C@H:13]3[CH2:17][CH2:16][N:15](C(OC(C)(C)C)=O)[CH2:14]3)[CH:10]=[CH:11][C:5]=2[O:4][CH2:3]1.Cl.CCO.